From a dataset of CYP2C9 inhibition data for predicting drug metabolism from PubChem BioAssay. Regression/Classification. Given a drug SMILES string, predict its absorption, distribution, metabolism, or excretion properties. Task type varies by dataset: regression for continuous measurements (e.g., permeability, clearance, half-life) or binary classification for categorical outcomes (e.g., BBB penetration, CYP inhibition). Dataset: cyp2c9_veith. (1) The drug is CCOC(=O)c1cc2c(=O)n3ccccc3nc2n(CCCOC)c1=NC(=O)C(C)(C)C. The result is 1 (inhibitor). (2) The drug is CC(C)(C)NC(=O)CSC(=Nc1ccc(F)cc1)NC#N. The result is 1 (inhibitor). (3) The compound is COC(=O)N1CCC2(CCN(Cc3nccs3)CC2)CC1. The result is 0 (non-inhibitor). (4) The molecule is CC/C=C\CC[C@H](O)C1=CCCCC1=O. The result is 0 (non-inhibitor). (5) The compound is CCOCC(=O)Nc1cc(C(=O)Nc2cccc(C)c2C)ccc1Cl. The result is 0 (non-inhibitor).